This data is from NCI-60 drug combinations with 297,098 pairs across 59 cell lines. The task is: Regression. Given two drug SMILES strings and cell line genomic features, predict the synergy score measuring deviation from expected non-interaction effect. (1) Drug 1: CC1OCC2C(O1)C(C(C(O2)OC3C4COC(=O)C4C(C5=CC6=C(C=C35)OCO6)C7=CC(=C(C(=C7)OC)O)OC)O)O. Drug 2: COCCOC1=C(C=C2C(=C1)C(=NC=N2)NC3=CC=CC(=C3)C#C)OCCOC.Cl. Cell line: OVCAR3. Synergy scores: CSS=34.8, Synergy_ZIP=-9.83, Synergy_Bliss=-2.84, Synergy_Loewe=-0.658, Synergy_HSA=0.428. (2) Drug 1: C1=CC(=CC=C1CC(C(=O)O)N)N(CCCl)CCCl.Cl. Drug 2: CC1=CC=C(C=C1)C2=CC(=NN2C3=CC=C(C=C3)S(=O)(=O)N)C(F)(F)F. Cell line: SK-MEL-5. Synergy scores: CSS=6.28, Synergy_ZIP=-1.69, Synergy_Bliss=1.15, Synergy_Loewe=-7.67, Synergy_HSA=-4.85. (3) Drug 1: CN(C)C1=NC(=NC(=N1)N(C)C)N(C)C. Drug 2: CCCS(=O)(=O)NC1=C(C(=C(C=C1)F)C(=O)C2=CNC3=C2C=C(C=N3)C4=CC=C(C=C4)Cl)F. Cell line: NCI-H460. Synergy scores: CSS=-2.20, Synergy_ZIP=1.72, Synergy_Bliss=2.57, Synergy_Loewe=-0.898, Synergy_HSA=-0.635. (4) Drug 1: CCC1(CC2CC(C3=C(CCN(C2)C1)C4=CC=CC=C4N3)(C5=C(C=C6C(=C5)C78CCN9C7C(C=CC9)(C(C(C8N6C=O)(C(=O)OC)O)OC(=O)C)CC)OC)C(=O)OC)O.OS(=O)(=O)O. Drug 2: CC1CCC2CC(C(=CC=CC=CC(CC(C(=O)C(C(C(=CC(C(=O)CC(OC(=O)C3CCCCN3C(=O)C(=O)C1(O2)O)C(C)CC4CCC(C(C4)OC)OCCO)C)C)O)OC)C)C)C)OC. Cell line: NCI/ADR-RES. Synergy scores: CSS=1.00, Synergy_ZIP=2.34, Synergy_Bliss=3.71, Synergy_Loewe=0.125, Synergy_HSA=-1.69. (5) Drug 1: CS(=O)(=O)C1=CC(=C(C=C1)C(=O)NC2=CC(=C(C=C2)Cl)C3=CC=CC=N3)Cl. Drug 2: C1CCC(C(C1)N)N.C(=O)(C(=O)[O-])[O-].[Pt+4]. Cell line: TK-10. Synergy scores: CSS=15.5, Synergy_ZIP=0.693, Synergy_Bliss=5.21, Synergy_Loewe=4.40, Synergy_HSA=5.67. (6) Drug 1: CNC(=O)C1=NC=CC(=C1)OC2=CC=C(C=C2)NC(=O)NC3=CC(=C(C=C3)Cl)C(F)(F)F. Drug 2: C1CNP(=O)(OC1)N(CCCl)CCCl. Cell line: SK-MEL-28. Synergy scores: CSS=5.75, Synergy_ZIP=-2.05, Synergy_Bliss=1.56, Synergy_Loewe=0.703, Synergy_HSA=0.423. (7) Drug 1: CC1=C(C(CCC1)(C)C)C=CC(=CC=CC(=CC(=O)O)C)C. Drug 2: C1CC(=O)NC(=O)C1N2C(=O)C3=CC=CC=C3C2=O. Cell line: MALME-3M. Synergy scores: CSS=14.5, Synergy_ZIP=-3.10, Synergy_Bliss=0.0855, Synergy_Loewe=-6.73, Synergy_HSA=-0.581.